From a dataset of Reaction yield outcomes from USPTO patents with 853,638 reactions. Predict the reaction yield, written as a fraction of the theoretical maximum amount of product (1.0 means a 100% yield; for example, 0.34 means a 34% yield). (1) The reactants are [Cl:1][C:2]1[N:7]=[C:6](Cl)[C:5]([Cl:9])=[CH:4][N:3]=1.[CH3:10][S-:11].[Na+].CCCCCC. The catalyst is C1COCC1.O.II. The product is [Cl:1][C:2]1[N:7]=[C:6]([S:11][CH3:10])[C:5]([Cl:9])=[CH:4][N:3]=1. The yield is 0.948. (2) The reactants are [CH3:1][O:2][C:3]1[CH:4]=[C:5]([CH:8]=[CH:9][C:10]=1[O:11][CH2:12][C:13]1[N:14]=[C:15]([N:18]2[CH2:23][CH2:22][O:21][CH2:20][CH2:19]2)[S:16][CH:17]=1)[CH:6]=[O:7].C(O)C.[BH4-].[Na+].O. The catalyst is O1CCCC1. The product is [CH3:1][O:2][C:3]1[CH:4]=[C:5]([CH2:6][OH:7])[CH:8]=[CH:9][C:10]=1[O:11][CH2:12][C:13]1[N:14]=[C:15]([N:18]2[CH2:19][CH2:20][O:21][CH2:22][CH2:23]2)[S:16][CH:17]=1. The yield is 0.850.